From a dataset of Reaction yield outcomes from USPTO patents with 853,638 reactions. Predict the reaction yield, written as a fraction of the theoretical maximum amount of product (1.0 means a 100% yield; for example, 0.34 means a 34% yield). (1) The reactants are [NH2:1][C:2]1[C:3]2[C:10]([C:11]3[CH:16]=[CH:15][C:14]([O:17][C:18]4[CH:23]=[CH:22][CH:21]=[CH:20][CH:19]=4)=[CH:13][CH:12]=3)=[CH:9][N:8]([C@@H:24]3[CH2:29][CH2:28][CH2:27][N:26](C(OC(C)(C)C)=O)[CH2:25]3)[C:4]=2[N:5]=[CH:6][N:7]=1.C(O)(C(F)(F)F)=O. The catalyst is C(Cl)Cl. The product is [O:17]([C:14]1[CH:13]=[CH:12][C:11]([C:10]2[C:3]3[C:2]([NH2:1])=[N:7][CH:6]=[N:5][C:4]=3[N:8]([C@@H:24]3[CH2:29][CH2:28][CH2:27][NH:26][CH2:25]3)[CH:9]=2)=[CH:16][CH:15]=1)[C:18]1[CH:23]=[CH:22][CH:21]=[CH:20][CH:19]=1. The yield is 0.830. (2) The reactants are [Cl:1][C:2]1[CH:3]=[N:4][N:5]([CH3:16])[C:6]=1B1OC(C)(C)C(C)(C)O1.Br[C:18]1[CH:19]=[C:20]2[C:24](=[CH:25][CH:26]=1)[C:23](=[O:27])[N:22]([C@@H:28]([CH2:31][C:32]1[CH:37]=[CH:36][CH:35]=[C:34]([F:38])[CH:33]=1)[CH2:29][OH:30])[CH2:21]2.C(N(CC)C(C)C)(C)C.O1CCOCC1.O. The catalyst is CC(C)([P](C(C)(C)C)([Pd][P](C(C)(C)C)(C(C)(C)C)C(C)(C)C)C(C)(C)C)C. The product is [Cl:1][C:2]1[CH:3]=[N:4][N:5]([CH3:16])[C:6]=1[C:18]1[CH:19]=[C:20]2[C:24](=[CH:25][CH:26]=1)[C:23](=[O:27])[N:22]([C@@H:28]([CH2:31][C:32]1[CH:37]=[CH:36][CH:35]=[C:34]([F:38])[CH:33]=1)[CH2:29][OH:30])[CH2:21]2. The yield is 0.670. (3) The reactants are COP(=O)OC.N1[C:16]2[C:11](=[CH:12][CH:13]=[CH:14][CH:15]=2)[CH:10]=[CH:9]C=1.[CH2:17]([Li])[CH2:18][CH2:19][CH3:20].C(NC(C)C)(C)C.CC1C=CC2C(=CC=C(C)C=2)N=1.[P:41](Cl)([O:46]CC)([O:43][CH2:44][CH3:45])=[O:42]. The catalyst is CCCCCCC.C1COCC1. The product is [CH2:44]([O:43][P:41]([CH2:17][C:18]1[CH:13]=[CH:14][C:15]2[C:20](=[CH:9][CH:10]=[C:11]([CH3:12])[CH:16]=2)[CH:19]=1)(=[O:42])[OH:46])[CH3:45]. The yield is 0.510. (4) The reactants are [CH3:1][S:2][C:3]1[N:4]=[CH:5][C:6]2[C:15](=[O:16])[N:14]([C:17]3[CH:18]=[C:19]([CH:24]=[CH:25][CH:26]=3)[C:20]([NH:22][NH2:23])=[O:21])[CH2:13][C@H:12]3[N:8]([CH2:9][CH2:10][CH2:11]3)[C:7]=2[N:27]=1.[CH:28](OCC)(OCC)OCC. No catalyst specified. The product is [CH3:1][S:2][C:3]1[N:4]=[CH:5][C:6]2[C:15](=[O:16])[N:14]([C:17]3[CH:26]=[CH:25][CH:24]=[C:19]([C:20]4[O:21][CH:28]=[N:23][N:22]=4)[CH:18]=3)[CH2:13][C@H:12]3[N:8]([CH2:9][CH2:10][CH2:11]3)[C:7]=2[N:27]=1. The yield is 0.800. (5) The reactants are C([CH:9]([O:16][C:17]([NH:19][CH2:20][C:21]1([CH2:27][C:28]([OH:30])=[O:29])[CH2:26][CH2:25][CH2:24][CH2:23][CH2:22]1)=[O:18])[C:10]1[CH:15]=[CH:14][CH:13]=[CH:12][CH:11]=1)(=O)C1C=CC=CC=1.[CH:31]1[CH:36]=[C:35](Cl)[CH:34]=[C:33]([C:38]([O:40]O)=[O:39])[CH:32]=1.C([O-])(O)=O.[Na+].C(O)(=O)CC(CC(O)=O)(C(O)=O)O. The catalyst is C(Cl)Cl. The product is [C:38]([O:40][CH:9]([O:16][C:17]([NH:19][CH2:20][C:21]1([CH2:27][C:28]([OH:30])=[O:29])[CH2:22][CH2:23][CH2:24][CH2:25][CH2:26]1)=[O:18])[C:10]1[CH:11]=[CH:12][CH:13]=[CH:14][CH:15]=1)(=[O:39])[C:33]1[CH:34]=[CH:35][CH:36]=[CH:31][CH:32]=1. The yield is 0.490.